This data is from Cav3 T-type calcium channel HTS with 100,875 compounds. The task is: Binary Classification. Given a drug SMILES string, predict its activity (active/inactive) in a high-throughput screening assay against a specified biological target. (1) The drug is Clc1ccc(C2N3C(CCC3)C(=O)N2c2ncccc2)cc1. The result is 0 (inactive). (2) The compound is O(c1ccc(CNc2n(CCN(CC)CC)c3c(n2)cccc3)cc1)C. The result is 0 (inactive). (3) The drug is Oc1cc(C2n3c(=Nc4n(nc(c24)C)c2ccccc2)c(nc2c3cccc2)Nc2ccccc2)ccc1O. The result is 0 (inactive). (4) The drug is O=c1n(CC(=O)Nc2c(cccc2)C)c(nc2c1cc(N)cc2)C. The result is 0 (inactive). (5) The molecule is S(=O)(=O)(Nc1ccccc1)c1ccc(C(=O)N2CCOCC2)cc1. The result is 0 (inactive). (6) The drug is O=c1n(c2c3c1cccc3ccc2)CC(=O)NCc1ncccc1. The result is 0 (inactive).